Task: Predict the reaction yield, written as a fraction of the theoretical maximum amount of product (1.0 means a 100% yield; for example, 0.34 means a 34% yield).. Dataset: Reaction yield outcomes from USPTO patents with 853,638 reactions (1) The product is [C:13]([O:12][C:10]([N:9]([CH2:17][C:18]([O:20][C:21]([CH3:24])([CH3:23])[CH3:22])=[O:19])[C:7]1[CH:6]=[CH:5][CH:4]=[C:3]([CH2:2][NH:1][CH2:36][C:35]2[CH:38]=[CH:39][C:32]([C:26]([CH3:25])([CH3:31])[CH2:27][CH2:28][CH2:29][CH3:30])=[CH:33][CH:34]=2)[N:8]=1)=[O:11])([CH3:16])([CH3:15])[CH3:14]. The catalyst is C(Cl)Cl. The yield is 0.660. The reactants are [NH2:1][CH2:2][C:3]1[N:8]=[C:7]([N:9]([CH2:17][C:18]([O:20][C:21]([CH3:24])([CH3:23])[CH3:22])=[O:19])[C:10]([O:12][C:13]([CH3:16])([CH3:15])[CH3:14])=[O:11])[CH:6]=[CH:5][CH:4]=1.[CH3:25][C:26]([C:32]1[CH:39]=[CH:38][C:35]([CH:36]=O)=[CH:34][CH:33]=1)([CH3:31])[CH2:27][CH2:28][CH2:29][CH3:30].C(=O)([O-])O.[Na+]. (2) The reactants are [CH3:1][C:2]1[CH:8]=[CH:7][CH:6]=[CH:5][C:3]=1[NH2:4].Cl[C:10]1[CH:27]=[C:14]2[C:15]3[C:20]([CH2:21][CH2:22][N:13]2[C:12](=[O:28])[N:11]=1)=[CH:19][C:18]([O:23][CH3:24])=[C:17]([O:25][CH3:26])[CH:16]=3. The catalyst is CC(O)C. The product is [CH3:24][O:23][C:18]1[CH:19]=[C:20]2[C:15](=[CH:16][C:17]=1[O:25][CH3:26])[C:14]1=[CH:27][C:10](=[N:4][C:3]3[CH:5]=[CH:6][CH:7]=[CH:8][C:2]=3[CH3:1])[NH:11][C:12](=[O:28])[N:13]1[CH2:22][CH2:21]2. The yield is 1.00. (3) The reactants are [Br:1][C:2]1[CH:3]=[C:4]2[C:8](=[CH:9][CH:10]=1)[NH:7][CH:6]=[CH:5]2.I[C:12]1[CH:17]=[CH:16][CH:15]=[CH:14][CH:13]=1.C(=O)([O-])[O-].[K+].[K+].[OH-].[Na+]. The catalyst is [Cu]Br.C([O-])(=O)C.[Cu+2].C([O-])(=O)C. The product is [Br:1][C:2]1[CH:3]=[C:4]2[C:8](=[CH:9][CH:10]=1)[N:7]([C:12]1[CH:17]=[CH:16][CH:15]=[CH:14][CH:13]=1)[CH:6]=[CH:5]2. The yield is 0.360.